This data is from Forward reaction prediction with 1.9M reactions from USPTO patents (1976-2016). The task is: Predict the product of the given reaction. Given the reactants [OH-:1].[Na+].[Cl:3][C:4]1[CH:9]=[C:8]([F:10])[CH:7]=[C:6]([F:11])[C:5]=1[N:12]1[C:20]2[C:15](=[CH:16][C:17]([CH3:21])=[CH:18][CH:19]=2)[CH2:14][C:13]1=[O:22], predict the reaction product. The product is: [CH3:21][C:17]1[CH:18]=[CH:19][C:20]([NH:12][C:5]2[C:4]([Cl:3])=[CH:9][C:8]([F:10])=[CH:7][C:6]=2[F:11])=[C:15]([CH2:14][C:13]([OH:22])=[O:1])[CH:16]=1.